From a dataset of Full USPTO retrosynthesis dataset with 1.9M reactions from patents (1976-2016). Predict the reactants needed to synthesize the given product. (1) Given the product [CH3:57][S:58]([OH:61])(=[O:60])=[O:59].[NH2:11][C:12]1([C:18]([NH:25][CH2:24][C:23]#[N:22])=[O:20])[CH2:13][CH2:14][CH2:15][CH2:16][CH2:17]1, predict the reactants needed to synthesize it. The reactants are: C(OC([NH:11][C:12]1([C:18]([OH:20])=O)[CH2:17][CH2:16][CH2:15][CH2:14][CH2:13]1)=O)C1C=CC=CC=1.Cl.[NH2:22][CH2:23][C:24]#[N:25].CN(C(ON1N=NC2C=CC=NC1=2)=[N+](C)C)C.F[P-](F)(F)(F)(F)F.C(N(CC)CC)C.[CH3:57][S:58]([OH:61])(=[O:60])=[O:59]. (2) Given the product [Br:1][C:2]1[CH:9]=[CH:8][CH:7]=[CH:6][C:3]=1[N:4]([CH3:5])[C:20](=[O:21])[O:22][CH3:23], predict the reactants needed to synthesize it. The reactants are: [Br:1][C:2]1[CH:9]=[CH:8][CH:7]=[CH:6][C:3]=1[NH:4][CH3:5].C(N(C(C)C)CC)(C)C.Cl[C:20]([O:22][CH3:23])=[O:21]. (3) Given the product [N+:7]([C:10]1[CH:11]=[C:1]([CH:16]=[CH:17][CH:18]=1)[C:2]([Cl:4])=[O:3])([O-:9])=[O:8], predict the reactants needed to synthesize it. The reactants are: [C:1](Cl)(=O)[C:2]([Cl:4])=[O:3].[N+:7]([C:10]1[CH:11]=C([CH:16]=[CH:17][CH:18]=1)C(O)=O)([O-:9])=[O:8].CN(C=O)C. (4) Given the product [NH2:1][C:4]1[CH:5]=[C:6]([CH2:10][CH2:11][CH2:12][NH:13][C:14](=[O:20])[O:15][C:16]([CH3:18])([CH3:17])[CH3:19])[CH:7]=[N:8][CH:9]=1, predict the reactants needed to synthesize it. The reactants are: [N+:1]([C:4]1[CH:5]=[C:6]([C:10]#[C:11][CH2:12][NH:13][C:14](=[O:20])[O:15][C:16]([CH3:19])([CH3:18])[CH3:17])[CH:7]=[N:8][CH:9]=1)([O-])=O. (5) Given the product [CH2:1]([N:8]1[C:16]2[C:11](=[CH:12][C:13]([NH:17][C:18]3[C:19]([C:20]([NH:28][C@@H:29]4[CH2:30][CH2:31][C@H:32]([NH:35][C:36]([C:38]5[N:39]=[C:40]6[CH:45]=[CH:44][CH:43]=[CH:42][N:41]6[CH:46]=5)=[O:37])[CH2:33][CH2:34]4)=[O:21])=[CH:23][C:24]([F:27])=[CH:25][N:26]=3)=[CH:14][CH:15]=2)[CH:10]=[N:9]1)[C:2]1[CH:7]=[CH:6][CH:5]=[CH:4][CH:3]=1, predict the reactants needed to synthesize it. The reactants are: [CH2:1]([N:8]1[C:16]2[C:11](=[CH:12][C:13]([NH:17][C:18]3[N:26]=[CH:25][C:24]([F:27])=[CH:23][C:19]=3[C:20](O)=[O:21])=[CH:14][CH:15]=2)[CH:10]=[N:9]1)[C:2]1[CH:7]=[CH:6][CH:5]=[CH:4][CH:3]=1.[NH2:28][C@@H:29]1[CH2:34][CH2:33][C@H:32]([NH:35][C:36]([C:38]2[N:39]=[C:40]3[CH:45]=[CH:44][CH:43]=[CH:42][N:41]3[CH:46]=2)=[O:37])[CH2:31][CH2:30]1.C(N(CC)CC)C. (6) Given the product [CH2:25]1[CH2:6][O:7][C:8]2([CH2:13][CH2:12][CH:11]([CH3:14])[C:10]([CH2:46][CH2:47][CH2:48][CH2:49][CH2:50][CH2:51][CH2:52][CH2:53][CH2:54][CH2:55][CH2:56][CH2:57][CH2:58][CH2:59][OH:60])([S:15]([C:18]3[CH:19]=[CH:20][CH:21]=[CH:22][CH:23]=3)(=[O:17])=[O:16])[CH2:9]2)[O:24]1, predict the reactants needed to synthesize it. The reactants are: C([Li])CCC.[CH2:6]1[CH2:25][O:24][C:8]2([CH2:13][CH2:12][CH:11]([CH3:14])[CH:10]([S:15]([C:18]3[CH:23]=[CH:22][CH:21]=[CH:20][CH:19]=3)(=[O:17])=[O:16])[CH2:9]2)[O:7]1.C1(C(C2C=CC=CC=2)C2C=CC=CC=2)C=CC=CC=1.Br[CH2:46][CH2:47][CH2:48][CH2:49][CH2:50][CH2:51][CH2:52][CH2:53][CH2:54][CH2:55][CH2:56][CH2:57][CH2:58][CH2:59][OH:60].[Cl-].[NH4+].